This data is from Full USPTO retrosynthesis dataset with 1.9M reactions from patents (1976-2016). The task is: Predict the reactants needed to synthesize the given product. (1) Given the product [CH2:1]([O:3][C:4](=[O:23])[CH2:5][C:6]1[CH:11]=[CH:10][CH:9]=[C:8]([NH:12][C:13]([C:14]2[CH:15]=[C:16]([C:24]3[CH:29]=[CH:28][CH:27]=[CH:26][CH:25]=3)[CH:17]=[C:18]([F:20])[CH:19]=2)=[O:22])[CH:7]=1)[CH3:2], predict the reactants needed to synthesize it. The reactants are: [CH2:1]([O:3][C:4](=[O:23])[CH2:5][C:6]1[CH:11]=[CH:10][CH:9]=[C:8]([NH:12][C:13](=[O:22])[C:14]2[CH:19]=[C:18]([F:20])[CH:17]=[C:16](Br)[CH:15]=2)[CH:7]=1)[CH3:2].[C:24]1(B(O)O)[CH:29]=[CH:28][CH:27]=[CH:26][CH:25]=1. (2) Given the product [ClH:43].[ClH:43].[NH:1]1[C:9]2[C:4](=[CH:5][CH:6]=[CH:7][CH:8]=2)[C:3]([CH2:10][NH:11][CH2:20][CH:17]2[CH2:16][CH2:15][C:14]([N:13]([CH3:12])[CH3:28])([C:22]3[CH:23]=[CH:24][CH:25]=[CH:26][CH:27]=3)[CH2:19][CH2:18]2)=[CH:2]1, predict the reactants needed to synthesize it. The reactants are: [NH:1]1[C:9]2[C:4](=[CH:5][CH:6]=[CH:7][CH:8]=2)[C:3]([CH2:10][NH2:11])=[CH:2]1.[CH3:12][N:13]([CH3:28])[C:14]1([C:22]2[CH:27]=[CH:26][CH:25]=[CH:24][CH:23]=2)[CH2:19][CH2:18][CH:17]([CH:20]=O)[CH2:16][CH2:15]1.C(O[BH-](OC(=O)C)OC(=O)C)(=O)C.[Na+].[Cl:43]CCCl. (3) Given the product [OH:18][C@@H:20]1[CH2:21][C:22]2[C:27](=[CH:26][CH:25]=[CH:24][CH:23]=2)[C@H:19]1[O:1][C:2]1[C:10]2[N:9]=[C:8]([CH3:11])[N:7]([CH3:12])[C:6]=2[CH:5]=[C:4]([C:13]([O:15][CH2:16][CH3:17])=[O:14])[CH:3]=1, predict the reactants needed to synthesize it. The reactants are: [OH:1][C:2]1[C:10]2[N:9]=[C:8]([CH3:11])[N:7]([CH3:12])[C:6]=2[CH:5]=[C:4]([C:13]([O:15][CH2:16][CH3:17])=[O:14])[CH:3]=1.[O:18]1[CH:20]2[CH2:21][C:22]3[C:27]([CH:19]12)=[CH:26][CH:25]=[CH:24][CH:23]=3.C(N(CC)CC)C. (4) Given the product [CH2:51]([O:53][C:54](=[O:58])[CH:55]([O:43][C:13]1[CH:14]=[CH:15][C:16]([CH2:18][C@H:19]([NH:33][S:34]([C:37]2[CH:38]=[CH:39][CH:40]=[CH:41][CH:42]=2)(=[O:36])=[O:35])[C:20](=[O:32])[NH:21][CH2:22][CH2:23][CH2:24][CH2:25][C:26]2[CH:27]=[CH:28][CH:29]=[CH:30][CH:31]=2)=[CH:17][C:12]=1[N:10]([C:9]([O:8][CH2:1][C:2]1[CH:7]=[CH:6][CH:5]=[CH:4][CH:3]=1)=[O:44])[CH3:11])[F:56])[CH3:52], predict the reactants needed to synthesize it. The reactants are: [CH2:1]([O:8][C:9](=[O:44])[N:10]([C:12]1[CH:17]=[C:16]([CH2:18][C@H:19]([NH:33][S:34]([C:37]2[CH:42]=[CH:41][CH:40]=[CH:39][CH:38]=2)(=[O:36])=[O:35])[C:20](=[O:32])[NH:21][CH2:22][CH2:23][CH2:24][CH2:25][C:26]2[CH:31]=[CH:30][CH:29]=[CH:28][CH:27]=2)[CH:15]=[CH:14][C:13]=1[OH:43])[CH3:11])[C:2]1[CH:7]=[CH:6][CH:5]=[CH:4][CH:3]=1.C(=O)([O-])[O-].[K+].[K+].[CH2:51]([O:53][C:54](=[O:58])[CH:55](Br)[F:56])[CH3:52]. (5) Given the product [Cl:35][C:36]1[CH:41]=[C:40]([N:42]2[CH2:47][CH2:46][O:45][CH2:44][CH2:43]2)[N:39]=[C:38]([NH:48][C:50]2[C:59]3[C:54](=[CH:55][C:56]([F:61])=[CH:57][C:58]=3[F:60])[N:53]=[C:52]([C:62]3[CH:67]=[C:66]([CH3:68])[CH:65]=[CH:64][N:63]=3)[C:51]=2[CH3:69])[CH:37]=1, predict the reactants needed to synthesize it. The reactants are: C1(P(C2CCCCC2)C2C=CC=CC=2C2C(C(C)C)=CC(C(C)C)=CC=2C(C)C)CCCCC1.[Cl:35][C:36]1[CH:41]=[C:40]([N:42]2[CH2:47][CH2:46][O:45][CH2:44][CH2:43]2)[N:39]=[C:38]([NH2:48])[CH:37]=1.Cl[C:50]1[C:59]2[C:54](=[CH:55][C:56]([F:61])=[CH:57][C:58]=2[F:60])[N:53]=[C:52]([C:62]2[CH:67]=[C:66]([CH3:68])[CH:65]=[CH:64][N:63]=2)[C:51]=1[CH3:69].CC(C)([O-])C.[Na+]. (6) Given the product [CH3:37][O:38][CH2:39][C:40]([N:4]1[CH2:5][CH2:6][N:1]([C:7]2[N:12]=[CH:11][C:10]([C:13]3[CH:18]=[N:17][N:16]4[C:19]([C:22]5[CH:23]=[C:24]([NH:28][C:29]([NH:31][CH2:32][C:33]([F:34])([F:35])[F:36])=[O:30])[CH:25]=[CH:26][CH:27]=5)=[CH:20][N:21]=[C:15]4[CH:14]=3)=[CH:9][CH:8]=2)[CH2:2][CH2:3]1)=[O:41], predict the reactants needed to synthesize it. The reactants are: [N:1]1([C:7]2[N:12]=[CH:11][C:10]([C:13]3[CH:18]=[N:17][N:16]4[C:19]([C:22]5[CH:23]=[C:24]([NH:28][C:29]([NH:31][CH2:32][C:33]([F:36])([F:35])[F:34])=[O:30])[CH:25]=[CH:26][CH:27]=5)=[CH:20][N:21]=[C:15]4[CH:14]=3)=[CH:9][CH:8]=2)[CH2:6][CH2:5][NH:4][CH2:3][CH2:2]1.[CH3:37][O:38][CH2:39][C:40](Cl)=[O:41].C(N(CC)C(C)C)(C)C. (7) Given the product [Cl:14][C:15]1[CH:16]=[N:17][CH:18]=[C:19]([C:21]#[C:22][C:2]2[S:3][CH:4]=[CH:5][N:6]=2)[CH:20]=1, predict the reactants needed to synthesize it. The reactants are: Br[C:2]1[S:3][CH:4]=[CH:5][N:6]=1.C(N(CC)CC)C.[Cl:14][C:15]1[CH:16]=[N:17][CH:18]=[C:19]([C:21]#[CH:22])[CH:20]=1. (8) Given the product [C:16]([C:13]1[CH:12]=[CH:11][C:10]([CH2:9][NH:8][C:6](=[O:7])[CH:5]([O:18][CH2:19][CH3:20])[C:4]([OH:21])=[O:3])=[CH:15][CH:14]=1)#[N:17], predict the reactants needed to synthesize it. The reactants are: C([O:3][C:4](=[O:21])[CH:5]([O:18][CH2:19][CH3:20])[C:6]([NH:8][CH2:9][C:10]1[CH:15]=[CH:14][C:13]([C:16]#[N:17])=[CH:12][CH:11]=1)=[O:7])C.[Li+].[OH-]. (9) Given the product [O:15]=[C:10]1[C:11]2[C:6]3[C:5](=[CH:4][C:3]([C:1]4[NH:30][N:29]=[N:28][N:2]=4)=[CH:27][C:7]=3[C:8](=[O:26])[N:9]1[CH2:16][CH2:17][CH2:18][C:19]([O:21][C:22]([CH3:23])([CH3:24])[CH3:25])=[O:20])[CH:14]=[CH:13][CH:12]=2, predict the reactants needed to synthesize it. The reactants are: [C:1]([C:3]1[CH:4]=[C:5]2[CH:14]=[CH:13][CH:12]=[C:11]3[C:6]2=[C:7]([CH:27]=1)[C:8](=[O:26])[N:9]([CH2:16][CH2:17][CH2:18][C:19]([O:21][C:22]([CH3:25])([CH3:24])[CH3:23])=[O:20])[C:10]3=[O:15])#[N:2].[N-:28]=[N+:29]=[N-:30].[Na+].[NH4+].[Cl-]. (10) Given the product [ClH:52].[ClH:52].[Br:1][C:2]1[CH:3]=[C:4]([CH:9]=[C:10]([CH2:12][N:13]([CH2:15][CH2:16][CH2:17][CH3:18])[CH3:14])[CH:11]=1)[C:5]([NH:54][C@@H:55]([CH2:69][C:70]1[CH:71]=[C:72]([F:77])[CH:73]=[C:74]([F:76])[CH:75]=1)[C@H:56]([OH:68])[CH2:57][NH:58][CH2:59][C:60]1[CH:65]=[CH:64][CH:63]=[C:62]([CH2:66][CH3:67])[CH:61]=1)=[O:7], predict the reactants needed to synthesize it. The reactants are: [Br:1][C:2]1[CH:3]=[C:4]([CH:9]=[C:10]([CH2:12][N:13]([CH2:15][CH2:16][CH2:17][CH3:18])[CH3:14])[CH:11]=1)[C:5]([O:7]C)=O.C(N(C(C)C)CC)(C)C.CN(C(ON1N=NC2C=CC=NC1=2)=[N+](C)C)C.F[P-](F)(F)(F)(F)F.[ClH:52].Cl.[NH2:54][C@@H:55]([CH2:69][C:70]1[CH:75]=[C:74]([F:76])[CH:73]=[C:72]([F:77])[CH:71]=1)[C@H:56]([OH:68])[CH2:57][NH:58][CH2:59][C:60]1[CH:65]=[CH:64][CH:63]=[C:62]([CH2:66][CH3:67])[CH:61]=1.